This data is from Peptide-MHC class II binding affinity with 134,281 pairs from IEDB. The task is: Regression. Given a peptide amino acid sequence and an MHC pseudo amino acid sequence, predict their binding affinity value. This is MHC class II binding data. (1) The peptide sequence is VFHTLWHTTKGAALM. The binding affinity (normalized) is 0. The MHC is DRB3_0101 with pseudo-sequence DRB3_0101. (2) The peptide sequence is GELFIVDKIDAAFKI. The MHC is DRB5_0101 with pseudo-sequence DRB5_0101. The binding affinity (normalized) is 0.754. (3) The peptide sequence is EEKIEIIPIQEEEY. The MHC is HLA-DQA10501-DQB10301 with pseudo-sequence HLA-DQA10501-DQB10301. The binding affinity (normalized) is 0.0775.